Dataset: Reaction yield outcomes from USPTO patents with 853,638 reactions. Task: Predict the reaction yield, written as a fraction of the theoretical maximum amount of product (1.0 means a 100% yield; for example, 0.34 means a 34% yield). (1) The reactants are [CH3:1][C:2]1([CH3:13])[CH2:11][CH2:10][C:9]2[N:8]=[CH:7][NH:6][C:5](=O)[C:4]=2[CH2:3]1.[P].C(Cl)(Cl)[Cl:16]. No catalyst specified. The product is [Cl:16][C:5]1[C:4]2[CH2:3][C:2]([CH3:13])([CH3:1])[CH2:11][CH2:10][C:9]=2[N:8]=[CH:7][N:6]=1. The yield is 0.750. (2) The reactants are [Zn](C)[CH3:2].[CH2:4]([O:11][C:12]([N:14]1[CH2:19][CH2:18][CH2:17][CH:16]([CH:20]=[O:21])[CH2:15]1)=[O:13])[C:5]1[CH:10]=[CH:9][CH:8]=[CH:7][CH:6]=1. The catalyst is CCOCC.CC(C)[O-].CC(C)[O-].CC(C)[O-].CC(C)[O-].[Ti+4]. The product is [CH2:4]([O:11][C:12]([N:14]1[CH2:19][CH2:18][CH2:17][C@@H:16]([C@H:20]([OH:21])[CH3:2])[CH2:15]1)=[O:13])[C:5]1[CH:10]=[CH:9][CH:8]=[CH:7][CH:6]=1. The yield is 0.520.